This data is from Full USPTO retrosynthesis dataset with 1.9M reactions from patents (1976-2016). The task is: Predict the reactants needed to synthesize the given product. (1) Given the product [NH2:23][C:22]1[N:24]=[CH:12][C:7]2[CH2:8][C:9](=[O:11])[NH:10][C:4]3[CH:3]=[C:2]([Cl:1])[C:18]([I:19])=[CH:17][C:5]=3[C:6]=2[N:21]=1, predict the reactants needed to synthesize it. The reactants are: [Cl:1][C:2]1[C:18]([I:19])=[CH:17][C:5]2[C:6](=O)/[C:7](=[CH:12]\N(C)C)/[CH2:8][C:9](=[O:11])[NH:10][C:4]=2[CH:3]=1.Cl.[NH2:21][C:22]([NH2:24])=[NH:23].C(=O)([O-])[O-].[K+].[K+].O. (2) Given the product [C:32]([C:2]1[N:7]=[C:6]([O:8][C:9]2[C:14]3[N:15]=[C:16]([NH:18][C:19](=[O:21])[CH3:20])[S:17][C:13]=3[CH:12]=[CH:11][CH:10]=2)[CH:5]=[C:4]([C:22]2[CH:27]=[CH:26][C:25]([C:28]([F:31])([F:30])[F:29])=[CH:24][CH:23]=2)[N:3]=1)#[N:33], predict the reactants needed to synthesize it. The reactants are: Cl[C:2]1[N:7]=[C:6]([O:8][C:9]2[C:14]3[N:15]=[C:16]([NH:18][C:19](=[O:21])[CH3:20])[S:17][C:13]=3[CH:12]=[CH:11][CH:10]=2)[CH:5]=[C:4]([C:22]2[CH:27]=[CH:26][C:25]([C:28]([F:31])([F:30])[F:29])=[CH:24][CH:23]=2)[N:3]=1.[CH3:32][N:33](C=O)C. (3) Given the product [CH3:1][O:2][C:3]1[CH:4]=[CH:5][C:6]([CH2:7][O:8][C@H:9]2[CH2:13][CH2:12][N:11]([S:16]([NH2:19])(=[O:18])=[O:17])[CH2:10]2)=[CH:14][CH:15]=1, predict the reactants needed to synthesize it. The reactants are: [CH3:1][O:2][C:3]1[CH:15]=[CH:14][C:6]([CH2:7][O:8][C@H:9]2[CH2:13][CH2:12][NH:11][CH2:10]2)=[CH:5][CH:4]=1.[S:16](N)([NH2:19])(=[O:18])=[O:17]. (4) Given the product [CH:1]1([C:4]2[N:9]=[C:8]([C:10]3[CH:11]=[C:12]4[C:16](=[CH:17][CH:18]=3)[NH:15][CH:14]=[C:13]4[C:19]3[N:20]=[C:21]([NH:35][CH:36]([CH3:37])[CH3:38])[NH:22][C:23](=[O:25])[CH:24]=3)[CH:7]=[N:6][CH:5]=2)[CH2:3][CH2:2]1, predict the reactants needed to synthesize it. The reactants are: [CH:1]1([C:4]2[N:9]=[C:8]([C:10]3[CH:11]=[C:12]4[C:16](=[CH:17][CH:18]=3)[NH:15][CH:14]=[C:13]4[C:19]3[CH:24]=[C:23]([O:25]CC4C=CC(OC)=CC=4)[N:22]=[C:21]([NH:35][CH:36]([CH3:38])[CH3:37])[N:20]=3)[CH:7]=[N:6][CH:5]=2)[CH2:3][CH2:2]1.C(O)(C(F)(F)F)=O.